From a dataset of Forward reaction prediction with 1.9M reactions from USPTO patents (1976-2016). Predict the product of the given reaction. (1) Given the reactants [NH2:1][C@H:2]([C:8]([OH:10])=[O:9])[CH2:3][CH2:4][C:5]([OH:7])=[O:6].[NH2:11][C@H:12]([C:17]([OH:19])=[O:18])[CH2:13][C:14]([OH:16])=[O:15].C(N)CCCCCCCCCCCCCCCCC, predict the reaction product. The product is: [NH2:11][C@H:12]([C:17]([OH:19])=[O:18])[CH2:13][C:14]([OH:16])=[O:15].[NH2:1][C@H:2]([C:8]([OH:10])=[O:9])[CH2:3][CH2:4][C:5]([OH:7])=[O:6].[NH:1]1[C:5](=[O:6])[CH2:4][CH2:3][C@H:2]1[C:8]([OH:10])=[O:9]. (2) The product is: [C:1]([O:5][C:6]([C:8]1[S:22][C:11]2=[CH:12][CH:13]=[C:14]3[C:19]([N:18]=[C:17]([S:41]([CH3:24])(=[O:44])=[O:40])[N:16]=[CH:15]3)=[C:10]2[CH:9]=1)=[O:7])([CH3:4])([CH3:2])[CH3:3]. Given the reactants [C:1]([O:5][C:6]([C:8]1[S:22][C:11]2=[CH:12][CH:13]=[C:14]3[C:19]([N:18]=[C:17](SC)[N:16]=[CH:15]3)=[C:10]2[CH:9]=1)=[O:7])([CH3:4])([CH3:3])[CH3:2].Cl[C:24]1C=CC=C(C(OO)=O)C=1.C([O-])([O-])=O.[Na+].[Na+].[O-:40][S:41]([O-:44])(=S)=O.[Na+].[Na+], predict the reaction product. (3) Given the reactants Br[C:2]1[CH:7]=[CH:6][C:5]([C:8]([N:10]2[CH2:14][CH2:13][CH2:12][C@H:11]2[CH2:15][N:16]2[CH2:20][CH2:19][CH2:18][CH2:17]2)=[O:9])=[CH:4][CH:3]=1.C(=O)([O-])[O-].[Na+].[Na+].[CH3:27][O:28][C:29]1[N:34]=[CH:33][C:32](B(O)O)=[CH:31][N:30]=1, predict the reaction product. The product is: [CH3:27][O:28][C:29]1[N:34]=[CH:33][C:32]([C:2]2[CH:7]=[CH:6][C:5]([C:8]([N:10]3[CH2:14][CH2:13][CH2:12][C@H:11]3[CH2:15][N:16]3[CH2:20][CH2:19][CH2:18][CH2:17]3)=[O:9])=[CH:4][CH:3]=2)=[CH:31][N:30]=1.